The task is: Regression. Given two drug SMILES strings and cell line genomic features, predict the synergy score measuring deviation from expected non-interaction effect.. This data is from NCI-60 drug combinations with 297,098 pairs across 59 cell lines. (1) Drug 1: CNC(=O)C1=CC=CC=C1SC2=CC3=C(C=C2)C(=NN3)C=CC4=CC=CC=N4. Drug 2: CCN(CC)CCNC(=O)C1=C(NC(=C1C)C=C2C3=C(C=CC(=C3)F)NC2=O)C. Cell line: MOLT-4. Synergy scores: CSS=24.1, Synergy_ZIP=-6.70, Synergy_Bliss=5.80, Synergy_Loewe=-1.70, Synergy_HSA=6.79. (2) Drug 1: COC1=CC(=CC(=C1O)OC)C2C3C(COC3=O)C(C4=CC5=C(C=C24)OCO5)OC6C(C(C7C(O6)COC(O7)C8=CC=CS8)O)O. Drug 2: CC1=C(C=C(C=C1)C(=O)NC2=CC(=CC(=C2)C(F)(F)F)N3C=C(N=C3)C)NC4=NC=CC(=N4)C5=CN=CC=C5. Cell line: OVCAR-4. Synergy scores: CSS=6.62, Synergy_ZIP=-0.836, Synergy_Bliss=2.64, Synergy_Loewe=0.343, Synergy_HSA=0.962. (3) Drug 1: C1CCN(CC1)CCOC2=CC=C(C=C2)C(=O)C3=C(SC4=C3C=CC(=C4)O)C5=CC=C(C=C5)O. Drug 2: C1CNP(=O)(OC1)N(CCCl)CCCl. Cell line: MCF7. Synergy scores: CSS=12.1, Synergy_ZIP=-4.10, Synergy_Bliss=-2.50, Synergy_Loewe=-7.91, Synergy_HSA=-2.10. (4) Drug 1: C1=NNC2=C1C(=O)NC=N2. Drug 2: C(CN)CNCCSP(=O)(O)O. Cell line: KM12. Synergy scores: CSS=1.86, Synergy_ZIP=6.69, Synergy_Bliss=15.9, Synergy_Loewe=3.87, Synergy_HSA=2.84. (5) Drug 1: CN(C)C1=NC(=NC(=N1)N(C)C)N(C)C. Drug 2: CC1=C(N=C(N=C1N)C(CC(=O)N)NCC(C(=O)N)N)C(=O)NC(C(C2=CN=CN2)OC3C(C(C(C(O3)CO)O)O)OC4C(C(C(C(O4)CO)O)OC(=O)N)O)C(=O)NC(C)C(C(C)C(=O)NC(C(C)O)C(=O)NCCC5=NC(=CS5)C6=NC(=CS6)C(=O)NCCC[S+](C)C)O. Cell line: KM12. Synergy scores: CSS=16.2, Synergy_ZIP=-12.3, Synergy_Bliss=-11.0, Synergy_Loewe=0.0198, Synergy_HSA=0.0388. (6) Drug 1: CS(=O)(=O)OCCCCOS(=O)(=O)C. Drug 2: C(CN)CNCCSP(=O)(O)O. Cell line: UO-31. Synergy scores: CSS=0.599, Synergy_ZIP=6.06, Synergy_Bliss=1.52, Synergy_Loewe=-1.36, Synergy_HSA=-0.613. (7) Drug 1: CCN(CC)CCCC(C)NC1=C2C=C(C=CC2=NC3=C1C=CC(=C3)Cl)OC. Drug 2: C1CC(=O)NC(=O)C1N2C(=O)C3=CC=CC=C3C2=O. Cell line: RPMI-8226. Synergy scores: CSS=40.1, Synergy_ZIP=-4.27, Synergy_Bliss=0.966, Synergy_Loewe=-17.6, Synergy_HSA=3.64.